Dataset: Full USPTO retrosynthesis dataset with 1.9M reactions from patents (1976-2016). Task: Predict the reactants needed to synthesize the given product. (1) Given the product [CH3:38][N:28]([CH2:29][CH2:30][C:49]([OH:51])([C:44]1[CH:45]=[CH:46][CH:67]=[CH:68][C:69]=1[Cl:72])[C:12]1[CH:11]=[CH:10][CH:9]=[CH:8][CH:13]=1)[CH3:27].[ClH:22], predict the reactants needed to synthesize it. The reactants are: CN(CCN(C1N=CC=CN=1)C[C:8]1[CH:9]=[CH:10][C:11](OC)=[CH:12][CH:13]=1)C.[ClH:22].CN(C[CH2:27][N:28]([C:38]1C=CC=CN=1)[CH2:29][C:30]1C=CC(OC)=CC=1)C.[CH:44](/[C:49]([OH:51])=O)=[CH:45]/[C:46](O)=O.CN1CCN(C(C2[CH:67]=[CH:68][C:69]([Cl:72])=CC=2)C2C=CC=CC=2)CC1.Cl. (2) Given the product [ClH:27].[CH3:1][O:2][C:3](=[O:26])/[CH:4]=[CH:5]/[C:6]1[CH:11]=[CH:10][C:9]([CH2:12][NH:13][CH2:14][CH2:15][C:16]2[C:24]3[C:19](=[CH:20][CH:21]=[CH:22][CH:23]=3)[NH:18][C:17]=2[CH3:25])=[CH:8][CH:7]=1, predict the reactants needed to synthesize it. The reactants are: [CH3:1][O:2][C:3](=[O:26])/[CH:4]=[CH:5]/[C:6]1[CH:11]=[CH:10][C:9]([CH2:12][NH:13][CH2:14][CH2:15][C:16]2[C:24]3[C:19](=[CH:20][CH:21]=[CH:22][CH:23]=3)[NH:18][C:17]=2[CH3:25])=[CH:8][CH:7]=1.[ClH:27].O1CCOCC1.C(OCC)C. (3) Given the product [CH3:39][N:36]1[CH:37]=[CH:38][C:34]([NH:33][C:6]([C:8]2[CH:20]=[C:19]([O:21][C:22]3[CH:27]=[CH:26][C:25]([S:28]([CH3:31])(=[O:29])=[O:30])=[C:24]([F:32])[CH:23]=3)[C:11]3[CH2:12][C:13]([CH2:16][O:17][CH3:18])([CH3:15])[O:14][C:10]=3[CH:9]=2)=[O:7])=[N:35]1, predict the reactants needed to synthesize it. The reactants are: C(O[C:6]([C:8]1[CH:20]=[C:19]([O:21][C:22]2[CH:27]=[CH:26][C:25]([S:28]([CH3:31])(=[O:30])=[O:29])=[C:24]([F:32])[CH:23]=2)[C:11]2[CH2:12][C:13]([CH2:16][O:17][CH3:18])([CH3:15])[O:14][C:10]=2[CH:9]=1)=[O:7])(C)(C)C.[NH2:33][C:34]1[CH:38]=[CH:37][N:36]([CH3:39])[N:35]=1. (4) Given the product [N+:10]([C:5]1[CH:4]=[CH:3][C:2]([O:19][C:13]2[CH:18]=[CH:17][CH:16]=[CH:15][CH:14]=2)=[CH:9][C:6]=1[CH:7]=[O:8])([O-:12])=[O:11], predict the reactants needed to synthesize it. The reactants are: F[C:2]1[CH:3]=[CH:4][C:5]([N+:10]([O-:12])=[O:11])=[C:6]([CH:9]=1)[CH:7]=[O:8].[C:13]1([OH:19])[CH:18]=[CH:17][CH:16]=[CH:15][CH:14]=1.C([O-])([O-])=O.[K+].[K+]. (5) Given the product [Cl:16][C:15]1[C:2]2[NH:1][C:20](=[O:21])[CH2:19][N:18]=[C:4]([C:6]3[CH:11]=[CH:10][CH:9]=[CH:8][CH:7]=3)[C:3]=2[CH:12]=[CH:13][CH:14]=1, predict the reactants needed to synthesize it. The reactants are: [NH2:1][C:2]1[C:15]([Cl:16])=[CH:14][CH:13]=[CH:12][C:3]=1[C:4]([C:6]1[CH:11]=[CH:10][CH:9]=[CH:8][CH:7]=1)=O.Cl.[NH2:18][CH2:19][C:20](OCC)=[O:21]. (6) Given the product [ClH:44].[ClH:44].[Br:36][C:33]1[CH:34]=[CH:35][C:30]([S:27]([NH:26][CH2:25][C@H:22]2[CH2:23][CH2:24][C@H:19]([CH2:18][NH:17][C:8]([NH2:9])=[NH:7])[CH2:20][CH2:21]2)(=[O:29])=[O:28])=[C:31]([O:37][C:38]([F:40])([F:39])[F:41])[CH:32]=1, predict the reactants needed to synthesize it. The reactants are: C(OC(=O)[NH:7][CH:8]([NH:17][CH2:18][C@H:19]1[CH2:24][CH2:23][C@H:22]([CH2:25][NH:26][S:27]([C:30]2[CH:35]=[CH:34][C:33]([Br:36])=[CH:32][C:31]=2[O:37][C:38]([F:41])([F:40])[F:39])(=[O:29])=[O:28])[CH2:21][CH2:20]1)[NH:9]C(OC(C)(C)C)=O)(C)(C)C.C(Cl)[Cl:44]. (7) Given the product [Br:1][CH2:2][CH2:3][C:5]1[CH:10]=[CH:9][C:8]([OH:11])=[CH:7][CH:6]=1, predict the reactants needed to synthesize it. The reactants are: [Br:1][CH2:2][C:3]([C:5]1[CH:10]=[CH:9][C:8]([OH:11])=[CH:7][CH:6]=1)=O.[H][H]. (8) Given the product [Br:19][C:10]1[S:9][C:8]([C:5]2[CH:6]=[CH:7][C:2]([Br:1])=[CH:3][C:4]=2[CH3:13])=[CH:12][CH:11]=1, predict the reactants needed to synthesize it. The reactants are: [Br:1][C:2]1[CH:7]=[CH:6][C:5]([C:8]2[S:9][CH:10]=[CH:11][CH:12]=2)=[C:4]([CH3:13])[CH:3]=1.C([O-])(=O)C.[Na+].[Br:19]Br.[OH-].[Na+]. (9) Given the product [N:1]([CH2:4][CH:5]([NH:14][C:15]([C:17]1[S:33][C:20]2=[N:21][C:22]3[CH2:23][CH2:24][CH:25]([C:29]([CH3:30])([CH3:32])[CH3:31])[CH2:26][C:27]=3[CH:28]=[C:19]2[CH:18]=1)=[O:16])[C:6]1[CH:11]=[CH:10][C:9]([C:12](=[O:35])[NH2:13])=[CH:8][CH:7]=1)=[N+:2]=[N-:3], predict the reactants needed to synthesize it. The reactants are: [N:1]([CH2:4][CH:5]([NH:14][C:15]([C:17]1[S:33][C:20]2=[N:21][C:22]3[CH2:23][CH2:24][CH:25]([C:29]([CH3:32])([CH3:31])[CH3:30])[CH2:26][C:27]=3[CH:28]=[C:19]2[CH:18]=1)=[O:16])[C:6]1[CH:11]=[CH:10][C:9]([C:12]#[N:13])=[CH:8][CH:7]=1)=[N+:2]=[N-:3].C([O-])([O-])=[O:35].[K+].[K+].OO.Cl. (10) Given the product [Cl:27][C:24]1[CH:25]=[CH:26][C:21]([N:19]2[CH2:18][CH2:17][N:16]3[CH:11]([C:8]4[CH:9]=[CH:10][C:5]([OH:4])=[C:6]([CH3:32])[C:7]=4[CH3:31])[CH2:12][C:13](=[O:30])[CH2:14][CH:15]3[CH2:20]2)=[CH:22][C:23]=1[O:28][CH3:29], predict the reactants needed to synthesize it. The reactants are: C([O:4][C:5]1[CH:10]=[CH:9][C:8]([CH:11]2[N:16]3[CH2:17][CH2:18][N:19]([C:21]4[CH:26]=[CH:25][C:24]([Cl:27])=[C:23]([O:28][CH3:29])[CH:22]=4)[CH2:20][CH:15]3[CH2:14][C:13](=[O:30])[CH2:12]2)=[C:7]([CH3:31])[C:6]=1[CH3:32])C=C.N1CCOCC1.